From a dataset of Full USPTO retrosynthesis dataset with 1.9M reactions from patents (1976-2016). Predict the reactants needed to synthesize the given product. (1) Given the product [CH3:11][C:1]1[CH:6]=[CH:5][C:4]([S:7]([N:12]2[CH2:17][CH2:16][C:15](=[O:18])[CH2:14][CH2:13]2)(=[O:9])=[O:8])=[CH:3][CH:2]=1, predict the reactants needed to synthesize it. The reactants are: [C:1]1([CH3:11])[CH:6]=[CH:5][C:4]([S:7](Cl)(=[O:9])=[O:8])=[CH:3][CH:2]=1.[NH:12]1[CH2:17][CH2:16][C:15](=[O:18])[CH2:14][CH2:13]1.C(N(CC)CC)C.CN(C=O)C. (2) Given the product [CH3:39][O:38][C:35]1[CH:34]=[CH:33][C:32]([N:29]2[CH2:28][CH2:27][N:26]([C:15]3[C:14]([CH3:40])=[C:13]([O:12][CH3:11])[C:21]4[O:20][C:19]([CH3:23])([CH3:22])[CH2:18][C:17]=4[C:16]=3[CH3:25])[CH2:31][CH2:30]2)=[CH:37][CH:36]=1, predict the reactants needed to synthesize it. The reactants are: [H-].[Al+3].[Li+].[H-].[H-].[H-].[Cl-].[Al+3].[Cl-].[Cl-].[CH3:11][O:12][C:13]1[C:21]2[O:20][C:19]([CH3:23])([CH3:22])[C:18](=O)[C:17]=2[C:16]([CH3:25])=[C:15]([N:26]2[CH2:31][CH2:30][N:29]([C:32]3[CH:37]=[CH:36][C:35]([O:38][CH3:39])=[CH:34][CH:33]=3)[CH2:28][CH2:27]2)[C:14]=1[CH3:40].[OH-].[Na+].